This data is from Full USPTO retrosynthesis dataset with 1.9M reactions from patents (1976-2016). The task is: Predict the reactants needed to synthesize the given product. (1) Given the product [N:23]1[N:24]([C:2]2[CH:10]=[CH:9][CH:8]=[CH:7][C:3]=2[C:4]([OH:6])=[O:5])[N:25]=[N:26][CH:27]=1, predict the reactants needed to synthesize it. The reactants are: I[C:2]1[CH:10]=[CH:9][CH:8]=[CH:7][C:3]=1[C:4]([OH:6])=[O:5].C(=O)([O-])[O-].[Cs+].[Cs+].CC(N(C)C)=O.[NH:23]1[CH:27]=[N:26][N:25]=[N:24]1. (2) Given the product [NH2:60][CH2:59][CH2:58][C:56]1[CH:55]=[CH:54][C:47]2[N:48]([CH2:49][CH2:50][CH:51]([CH3:53])[CH3:52])[C:44]([CH2:43][N:36]3[C:37]4[CH:42]=[CH:41][CH:40]=[CH:39][C:38]=4[N:34]([CH:31]([CH3:33])[CH3:32])[C:35]3=[O:61])=[N:45][C:46]=2[CH:57]=1, predict the reactants needed to synthesize it. The reactants are: NCC1C=CC2N(CCC(C)C)C(CN3C4C=CC=CC=4N(C(C)C)C3=O)=NC=2C=1.[CH:31]([N:34]1[C:38]2[CH:39]=[CH:40][CH:41]=[CH:42][C:37]=2[N:36]([CH2:43][C:44]2[N:48]([CH2:49][CH2:50][CH:51]([CH3:53])[CH3:52])[C:47]3[CH:54]=[CH:55][C:56]([CH2:58][C:59]#[N:60])=[CH:57][C:46]=3[N:45]=2)[C:35]1=[O:61])([CH3:33])[CH3:32]. (3) Given the product [C:1]([C:5]1[N:9]([CH2:10][CH2:11][C:12]2[CH:13]=[CH:14][C:15]([F:18])=[CH:16][CH:17]=2)[C:8]([CH3:19])=[C:7]([C:20]([OH:22])=[O:21])[CH:6]=1)([CH3:4])([CH3:2])[CH3:3], predict the reactants needed to synthesize it. The reactants are: [C:1]([C:5]1[N:9]([CH2:10][CH2:11][C:12]2[CH:17]=[CH:16][C:15]([F:18])=[CH:14][CH:13]=2)[C:8]([CH3:19])=[C:7]([C:20]([O:22]CC)=[O:21])[CH:6]=1)([CH3:4])([CH3:3])[CH3:2].[OH-].[Na+].